From a dataset of Reaction yield outcomes from USPTO patents with 853,638 reactions. Predict the reaction yield, written as a fraction of the theoretical maximum amount of product (1.0 means a 100% yield; for example, 0.34 means a 34% yield). The reactants are [CH3:1][O:2][C:3]([C:5]1[N:6]([CH3:24])[C:7](Br)=[C:8]([C:16]2[CH:21]=[CH:20][C:19]([F:22])=[CH:18][CH:17]=2)[C:9]=1[C:10]1[CH:15]=[CH:14][N:13]=[CH:12][CH:11]=1)=[O:4].[CH2:25]([N:28]1[CH2:33][CH2:32][O:31][CH2:30][CH2:29]1)[C:26]#[CH:27]. The catalyst is C1COCC1.Cl[Pd](Cl)([P](C1C=CC=CC=1)(C1C=CC=CC=1)C1C=CC=CC=1)[P](C1C=CC=CC=1)(C1C=CC=CC=1)C1C=CC=CC=1.C1C=CC(P(C2C=CC=CC=2)C2C=CC=CC=2)=CC=1. The product is [CH3:1][O:2][C:3]([C:5]1[N:6]([CH3:24])[C:7]([C:27]#[C:26][CH2:25][N:28]2[CH2:33][CH2:32][O:31][CH2:30][CH2:29]2)=[C:8]([C:16]2[CH:21]=[CH:20][C:19]([F:22])=[CH:18][CH:17]=2)[C:9]=1[C:10]1[CH:15]=[CH:14][N:13]=[CH:12][CH:11]=1)=[O:4]. The yield is 0.630.